Predict the reactants needed to synthesize the given product. From a dataset of Full USPTO retrosynthesis dataset with 1.9M reactions from patents (1976-2016). (1) Given the product [NH2:8][C:9]1[C:18]2[C:13](=[CH:14][CH:15]=[CH:16][CH:17]=2)[C:12]([CH2:19][C:20]2[CH:25]=[CH:24][N:23]=[C:22]([NH2:26])[CH:21]=2)=[CH:11][CH:10]=1, predict the reactants needed to synthesize it. The reactants are: C(OC([NH:8][C:9]1[C:18]2[C:13](=[CH:14][CH:15]=[CH:16][CH:17]=2)[C:12]([CH2:19][C:20]2[CH:25]=[CH:24][N:23]=[C:22]([NH:26]C(OC(C)(C)C)=O)[CH:21]=2)=[CH:11][CH:10]=1)=O)(C)(C)C.C(O)(C(F)(F)F)=O. (2) Given the product [CH3:1][N:2]1[C:6](=[O:7])[N:5](/[CH:8]=[CH:9]/[C:10]([O:12][CH2:20][CH2:21][N:22]2[C:26](=[O:27])[CH2:25][CH2:24][C:23]2=[O:28])=[O:11])[N:4]=[N:3]1, predict the reactants needed to synthesize it. The reactants are: [CH3:1][N:2]1[C:6](=[O:7])[N:5](/[CH:8]=[CH:9]/[C:10]([OH:12])=[O:11])[N:4]=[N:3]1.C(Cl)(=O)C(Cl)=O.O[CH2:20][CH2:21][N:22]1[C:26](=[O:27])[CH2:25][CH2:24][C:23]1=[O:28].CCN(C(C)C)C(C)C. (3) Given the product [Br:30][C:19]1[CH:18]=[C:17]([Cl:22])[C:3]([CH2:4][CH:5]2[CH2:9][CH2:8][N:7]([CH:10]3[CH2:11][CH2:12][CH2:13][CH2:14][CH2:15]3)[C:6]2=[O:16])=[C:2]([Cl:1])[C:20]=1[OH:21], predict the reactants needed to synthesize it. The reactants are: [Cl:1][C:2]1[C:20]([OH:21])=[CH:19][CH:18]=[C:17]([Cl:22])[C:3]=1[CH2:4][CH:5]1[CH2:9][CH2:8][N:7]([CH:10]2[CH2:15][CH2:14][CH2:13][CH2:12][CH2:11]2)[C:6]1=[O:16].C1C(=O)N([Br:30])C(=O)C1. (4) The reactants are: ClCCl.[C:4]1([OH:14])[C:13]2[C:8](=[CH:9][CH:10]=[CH:11][CH:12]=2)[CH:7]=[CH:6][CH:5]=1.C(N(CC)CC)C.[C:22](Cl)(=[O:26])[C:23]([CH3:25])=[CH2:24]. Given the product [C:22]([O:14][C:4]1[C:13]2[C:8](=[CH:9][CH:10]=[CH:11][CH:12]=2)[CH:7]=[CH:6][CH:5]=1)(=[O:26])[C:23]([CH3:25])=[CH2:24], predict the reactants needed to synthesize it.